From a dataset of Peptide-MHC class I binding affinity with 185,985 pairs from IEDB/IMGT. Regression. Given a peptide amino acid sequence and an MHC pseudo amino acid sequence, predict their binding affinity value. This is MHC class I binding data. (1) The peptide sequence is TPSGKRLQI. The MHC is HLA-B18:01 with pseudo-sequence HLA-B18:01. The binding affinity (normalized) is 0.0847. (2) The peptide sequence is TLMLVALLGA. The MHC is HLA-A02:03 with pseudo-sequence HLA-A02:03. The binding affinity (normalized) is 0.753. (3) The peptide sequence is TSSVYIEVLH. The MHC is HLA-A31:01 with pseudo-sequence HLA-A31:01. The binding affinity (normalized) is 0.0853. (4) The peptide sequence is SEAFEYYHTL. The MHC is HLA-B40:02 with pseudo-sequence HLA-B40:02. The binding affinity (normalized) is 0.827.